From a dataset of Forward reaction prediction with 1.9M reactions from USPTO patents (1976-2016). Predict the product of the given reaction. (1) Given the reactants Br[CH2:2][C:3]([OH:5])=[O:4].[Cl:6][C:7]1[CH:8]=[N:9][CH:10]=[C:11]([Cl:28])[C:12]=1[NH:13][C:14]1[C:23]2[C:18](=[C:19]([OH:26])[C:20]([O:24][CH3:25])=[CH:21][CH:22]=2)[O:17][C:16](=[O:27])[CH:15]=1, predict the reaction product. The product is: [Cl:6][C:7]1[CH:8]=[N:9][CH:10]=[C:11]([Cl:28])[C:12]=1[NH:13][C:14]1[C:23]2[C:18](=[C:19]([O:26][CH2:2][C:3]([OH:5])=[O:4])[C:20]([O:24][CH3:25])=[CH:21][CH:22]=2)[O:17][C:16](=[O:27])[CH:15]=1. (2) Given the reactants [CH3:1][S:2](Cl)(=[O:4])=[O:3].[NH2:6][CH2:7][CH2:8][CH2:9][O:10][C:11]1[CH:16]=[CH:15][C:14]([C:17]2[N:22]=[C:21]([C:23]#[N:24])[C:20]3[N:25]=[CH:26][N:27]([CH3:28])[C:19]=3[CH:18]=2)=[CH:13][C:12]=1[C:29]([F:32])([F:31])[F:30].CCN(C(C)C)C(C)C, predict the reaction product. The product is: [C:23]([C:21]1[C:20]2[N:25]=[CH:26][N:27]([CH3:28])[C:19]=2[CH:18]=[C:17]([C:14]2[CH:15]=[CH:16][C:11]([O:10][CH2:9][CH2:8][CH2:7][NH:6][S:2]([CH3:1])(=[O:4])=[O:3])=[C:12]([C:29]([F:32])([F:30])[F:31])[CH:13]=2)[N:22]=1)#[N:24]. (3) The product is: [C:27]([C:24]1[CH:25]=[CH:26][C:21]([S:18]([NH:17][C:16]2[C:11]([N:9]3[CH:10]=[C:6]([C:4]([OH:5])=[O:3])[CH:7]=[N:8]3)=[N:12][CH:13]=[C:14]([Cl:31])[CH:15]=2)(=[O:19])=[O:20])=[CH:22][CH:23]=1)([CH3:30])([CH3:28])[CH3:29]. Given the reactants C([O:3][C:4]([C:6]1[CH:7]=[N:8][N:9]([C:11]2[C:16]([NH:17][S:18]([C:21]3[CH:26]=[CH:25][C:24]([C:27]([CH3:30])([CH3:29])[CH3:28])=[CH:23][CH:22]=3)(=[O:20])=[O:19])=[CH:15][C:14]([Cl:31])=[CH:13][N:12]=2)[CH:10]=1)=[O:5])C.[OH-].[Na+].C1COCC1, predict the reaction product. (4) Given the reactants [Cl:1][C:2]1[CH:7]=[CH:6][CH:5]=[CH:4][C:3]=1[CH:8]=[C:9]([C:11]1[CH:16]=[CH:15][C:14]([F:17])=[CH:13][C:12]=1[F:18])[CH3:10].[Br:19]N1C(=O)CCC1=O.C(OOC(=O)C1C=CC=CC=1)(=O)C1C=CC=CC=1, predict the reaction product. The product is: [Br:19][CH2:10][C:9]([C:11]1[CH:16]=[CH:15][C:14]([F:17])=[CH:13][C:12]=1[F:18])=[CH:8][C:3]1[CH:4]=[CH:5][CH:6]=[CH:7][C:2]=1[Cl:1]. (5) Given the reactants [CH3:1][O:2][CH2:3][CH2:4][O:5][C:6]1[CH:11]=[CH:10][C:9]([N+:12]([O-])=O)=[C:8]([N+:15]([O-])=O)[CH:7]=1.[NH:18]1[C:26]2[C:21](=[CH:22][CH:23]=[C:24]([NH:27][C:28]([C:30]3[CH:37]=[CH:36][C:33]([CH:34]=O)=[CH:32][CH:31]=3)=[O:29])[CH:25]=2)[CH:20]=[CH:19]1, predict the reaction product. The product is: [CH3:1][O:2][CH2:3][CH2:4][O:5][C:6]1[CH:11]=[CH:10][C:9]2[N:12]=[C:34]([C:33]3[CH:32]=[CH:31][C:30]([C:28]([NH:27][C:24]4[CH:25]=[C:26]5[C:21]([CH:20]=[CH:19][NH:18]5)=[CH:22][CH:23]=4)=[O:29])=[CH:37][CH:36]=3)[NH:15][C:8]=2[CH:7]=1. (6) Given the reactants [CH:21]([C:15]1[CH:14]=[C:13]([I+][C:13]2[CH:18]=[CH:17][C:16]([O:19]C)=[C:15]([CH:21]([CH3:23])[CH3:22])[CH:14]=2)[CH:18]=[CH:17][C:16]=1[O:19]C)([CH3:23])[CH3:22].[Br:24][C:25]1[CH:30]=[C:29]([N+:31]([O-:33])=[O:32])[CH:28]=[C:27]([Br:34])[C:26]=1[OH:35], predict the reaction product. The product is: [N+:31]([C:29]1[CH:28]=[C:27]([Br:34])[C:26]([O:35][C:13]2[CH:18]=[CH:17][C:16]([OH:19])=[C:15]([CH:21]([CH3:22])[CH3:23])[CH:14]=2)=[C:25]([Br:24])[CH:30]=1)([O-:33])=[O:32].